From a dataset of Catalyst prediction with 721,799 reactions and 888 catalyst types from USPTO. Predict which catalyst facilitates the given reaction. (1) Reactant: C(OC(=O)[NH:7][C@H:8]([CH2:14][C:15]1[CH:20]=[C:19]([F:21])[C:18]([F:22])=[CH:17][C:16]=1[F:23])[CH2:9][C:10]([NH:12][NH2:13])=O)(C)(C)C.[F:25][C:26]([F:38])([F:37])[C:27]1[N:36]=[C:30]2[C:31](=S)[NH:32][CH2:33][CH2:34][N:29]2[N:28]=1. Product: [F:23][C:16]1[CH:17]=[C:18]([F:22])[C:19]([F:21])=[CH:20][C:15]=1[CH2:14][C@@H:8]([NH2:7])[CH2:9][C:10]1[N:32]2[C:31]([C:30]3[N:29]([N:28]=[C:27]([C:26]([F:38])([F:37])[F:25])[N:36]=3)[CH2:34][CH2:33]2)=[N:13][N:12]=1. The catalyst class is: 141. (2) Reactant: [F:1][C:2]([F:26])([F:25])[C:3]([N:5]1[CH2:24][CH2:23][C:9]2[C:10]3[C:11](O)([C:17]4[S:18][CH:19]=[CH:20][N:21]=4)[CH2:12][CH2:13][C:14]=3[CH:15]=[CH:16][C:8]=2[CH2:7][CH2:6]1)=[O:4]. Product: [F:26][C:2]([F:1])([F:25])[C:3]([N:5]1[CH2:24][CH2:23][C:9]2[C:10]3[C:11]([C:17]4[S:18][CH:19]=[CH:20][N:21]=4)=[CH:12][CH2:13][C:14]=3[CH:15]=[CH:16][C:8]=2[CH2:7][CH2:6]1)=[O:4]. The catalyst class is: 89.